From a dataset of Full USPTO retrosynthesis dataset with 1.9M reactions from patents (1976-2016). Predict the reactants needed to synthesize the given product. (1) Given the product [C:1]([C:5]1[N:6]=[C:7]([N:15]2[CH2:20][CH2:19][N:18]([CH2:22][CH2:23][C@H:24]3[CH2:25][CH2:26][C@H:27]([NH:30][C:31](=[O:37])[O:32][C:33]([CH3:36])([CH3:35])[CH3:34])[CH2:28][CH2:29]3)[CH2:17][CH2:16]2)[CH:8]=[C:9]([CH:11]2[CH2:12][CH2:13][CH2:14]2)[N:10]=1)([CH3:4])([CH3:2])[CH3:3], predict the reactants needed to synthesize it. The reactants are: [C:1]([C:5]1[N:10]=[C:9]([CH:11]2[CH2:14][CH2:13][CH2:12]2)[CH:8]=[C:7]([N:15]2[CH2:20][CH2:19][NH:18][CH2:17][CH2:16]2)[N:6]=1)([CH3:4])([CH3:3])[CH3:2].O=[CH:22][CH2:23][C@H:24]1[CH2:29][CH2:28][C@H:27]([NH:30][C:31](=[O:37])[O:32][C:33]([CH3:36])([CH3:35])[CH3:34])[CH2:26][CH2:25]1.CC(O)=O.[Na]. (2) Given the product [C:1]([O:5][C:6](=[O:41])[NH:7][C@H:8]1[CH2:13][CH2:12][C@@H:11]([N:14]2[C:19](=[O:20])[C:18]3[CH:21]=[C:22]([F:25])[CH:23]=[N:24][C:17]=3[N:16]([C:26]3[CH:27]=[C:28]([C:32]4[CH:37]=[CH:36][C:35]([CH2:38][N:46]5[CH2:47][CH2:48][CH2:49][O:43][CH2:44][CH2:45]5)=[CH:34][CH:33]=4)[CH:29]=[CH:30][CH:31]=3)[C:15]2=[O:40])[CH2:10][CH2:9]1)([CH3:4])([CH3:2])[CH3:3], predict the reactants needed to synthesize it. The reactants are: [C:1]([O:5][C:6](=[O:41])[NH:7][C@H:8]1[CH2:13][CH2:12][C@@H:11]([N:14]2[C:19](=[O:20])[C:18]3[CH:21]=[C:22]([F:25])[CH:23]=[N:24][C:17]=3[N:16]([C:26]3[CH:27]=[C:28]([C:32]4[CH:37]=[CH:36][C:35]([CH:38]=O)=[CH:34][CH:33]=4)[CH:29]=[CH:30][CH:31]=3)[C:15]2=[O:40])[CH2:10][CH2:9]1)([CH3:4])([CH3:3])[CH3:2].Cl.[O:43]1[CH2:49][CH2:48][CH2:47][NH:46][CH2:45][CH2:44]1.C(O[BH-](OC(=O)C)OC(=O)C)(=O)C.[Na+]. (3) The reactants are: [C:1]([C:8]1[NH:9]C=CN=1)([C:3]1[NH:4][CH:5]=[CH:6][N:7]=1)=S.NC1N(C)N=CC=1.[NH:20]([C:22](=[O:43])[C:23]([NH:25][C:26]1[CH:31]=[CH:30][C:29]([C@H:32]2[CH2:37][CH2:36][C@H:35]([CH2:38][C:39]([O:41]C)=[O:40])[CH2:34][CH2:33]2)=[CH:28][CH:27]=1)=[O:24])[NH2:21].CCN=C=NCCCN(C)C.[OH-].[Li+].C(O)(=O)CC(CC(O)=O)(C(O)=O)O. Given the product [CH3:5][N:4]1[C:3]([NH:7][C:6]2[O:43][C:22]([C:23]([NH:25][C:26]3[CH:31]=[CH:30][C:29]([C@H:32]4[CH2:37][CH2:36][C@H:35]([CH2:38][C:39]([OH:41])=[O:40])[CH2:34][CH2:33]4)=[CH:28][CH:27]=3)=[O:24])=[N:20][N:21]=2)=[CH:1][CH:8]=[N:9]1, predict the reactants needed to synthesize it. (4) Given the product [OH:7][C:8]1[CH:22]=[CH:21][CH:20]=[CH:19][C:9]=1[CH:10]=[CH:44][C:41]1[CH:40]=[CH:39][C:38]([N:29]([C:30]2[CH:37]=[CH:36][C:33]([CH3:34])=[CH:32][CH:31]=2)[C:26]2[CH:27]=[CH:28][C:23]([CH3:45])=[CH:24][CH:25]=2)=[CH:43][CH:42]=1, predict the reactants needed to synthesize it. The reactants are: [K].CC(C)([O-])C.[OH:7][C:8]1[CH:22]=[CH:21][CH:20]=[CH:19][C:9]=1[CH2:10]P(=O)(OCC)OCC.[C:23]1([CH3:45])[CH:28]=[CH:27][C:26]([N:29]([C:38]2[CH:43]=[CH:42][C:41]([CH3:44])=[CH:40][CH:39]=2)[C:30]2[CH:37]=[CH:36][C:33]([CH:34]=O)=[CH:32][CH:31]=2)=[CH:25][CH:24]=1.Cl. (5) Given the product [F:1][C:2]1[CH:7]=[C:6]2[C:5](=[CH:4][CH:3]=1)[O:17][C:18]([CH3:19])=[C:9]([C:10]1[CH:15]=[CH:14][CH:13]=[CH:12][CH:11]=1)[C:8]2=[O:16], predict the reactants needed to synthesize it. The reactants are: [F:1][C:2]1[CH:3]=[CH:4][C:5]([OH:17])=[C:6]([C:8](=[O:16])[CH2:9][C:10]2[CH:15]=[CH:14][CH:13]=[CH:12][CH:11]=2)[CH:7]=1.[C:18](OC(=O)C)(=O)[CH3:19].C([O-])(=O)C.[Na+]. (6) Given the product [ClH:42].[CH3:31][N:26]1[C:27]([C:28]([OH:30])=[O:29])=[C:23]([C:20]2[CH:19]=[CH:18][C:17]([C:15](=[O:16])[N:14]([C:32]3[N:33]=[CH:34][CH:35]=[C:36]4[CH:40]=[CH:39][N:38]([CH3:41])[C:37]=34)[C@@H:10]3[CH2:11][CH2:12][CH2:13][NH:8][CH2:9]3)=[CH:22][CH:21]=2)[CH:24]=[N:25]1, predict the reactants needed to synthesize it. The reactants are: C(OC([N:8]1[CH2:13][CH2:12][CH2:11][C@@H:10]([N:14]([C:32]2[N:33]=[CH:34][CH:35]=[C:36]3[CH:40]=[CH:39][N:38]([CH3:41])[C:37]=23)[C:15]([C:17]2[CH:22]=[CH:21][C:20]([C:23]3[CH:24]=[N:25][N:26]([CH3:31])[C:27]=3[C:28]([OH:30])=[O:29])=[CH:19][CH:18]=2)=[O:16])[CH2:9]1)=O)(C)(C)C.[ClH:42]. (7) Given the product [CH3:11][O:10][C:8]([C:5]1[N:4]2[N:28]=[C:14]([NH2:16])[N:13]=[C:3]2[C:2]([Br:1])=[CH:7][CH:6]=1)=[O:9], predict the reactants needed to synthesize it. The reactants are: [Br:1][C:2]1[C:3]([NH:13][C:14]([NH:16]C(OCC)=O)=S)=[N:4][C:5]([C:8]([O:10][CH2:11]C)=[O:9])=[CH:6][CH:7]=1.Cl.NO.C([N:28](C(C)C)CC)(C)C. (8) Given the product [CH:1]1([C:7]2[NH:24][C:10]3=[N:11][CH:12]=[C:13]([C:26]4[CH:31]=[N:30][C:29]([S:32]([CH3:35])(=[O:33])=[O:34])=[CH:28][C:27]=4[CH3:36])[CH:14]=[C:9]3[CH:8]=2)[CH2:2][CH2:3][CH2:4][CH2:5][CH2:6]1, predict the reactants needed to synthesize it. The reactants are: [CH:1]1([C:7]2[NH:24][C:10]3=[N:11][CH:12]=[C:13](B4OC(C)(C)C(C)(C)O4)[CH:14]=[C:9]3[CH:8]=2)[CH2:6][CH2:5][CH2:4][CH2:3][CH2:2]1.Br[C:26]1[C:27]([CH3:36])=[CH:28][C:29]([S:32]([CH3:35])(=[O:34])=[O:33])=[N:30][CH:31]=1.C(=O)([O-])[O-].[K+].[K+]. (9) Given the product [NH2:8][C:5]1[CH:6]=[CH:7][C:2]([CH3:1])=[C:3]([CH2:11][C:13]2[CH:18]=[CH:17][C:16]([O:19][CH3:20])=[CH:15][CH:14]=2)[CH:4]=1, predict the reactants needed to synthesize it. The reactants are: [CH3:1][C:2]1[CH:7]=[CH:6][C:5]([N+:8]([O-])=O)=[CH:4][C:3]=1[C:11]([C:13]1[CH:18]=[CH:17][C:16]([O:19][CH3:20])=[CH:15][CH:14]=1)=O.NC1C=CC(C)=C(C(C2C=CC(OC)=CC=2)=O)C=1.NC1C=CC(C)=C(C(C2C=CC(OC)=CC=2)O)C=1. (10) Given the product [CH3:1][C:2]1[N:3]=[CH:4][N:5]([C:7]2[CH:12]=[C:11]([O:13][C:14]3[CH:19]=[CH:18][C:17]([NH2:20])=[N:16][CH:15]=3)[CH:10]=[CH:9][N:8]=2)[CH:6]=1, predict the reactants needed to synthesize it. The reactants are: [CH3:1][C:2]1[N:3]=[CH:4][N:5]([C:7]2[CH:12]=[C:11]([O:13][C:14]3[CH:15]=[N:16][C:17]([N+:20]([O-])=O)=[CH:18][CH:19]=3)[CH:10]=[CH:9][N:8]=2)[CH:6]=1.C1COCC1.